Task: Regression. Given two drug SMILES strings and cell line genomic features, predict the synergy score measuring deviation from expected non-interaction effect.. Dataset: NCI-60 drug combinations with 297,098 pairs across 59 cell lines (1) Drug 1: CC12CCC(CC1=CCC3C2CCC4(C3CC=C4C5=CN=CC=C5)C)O. Drug 2: CS(=O)(=O)CCNCC1=CC=C(O1)C2=CC3=C(C=C2)N=CN=C3NC4=CC(=C(C=C4)OCC5=CC(=CC=C5)F)Cl. Cell line: NCI-H226. Synergy scores: CSS=-2.67, Synergy_ZIP=0.159, Synergy_Bliss=-1.89, Synergy_Loewe=-4.34, Synergy_HSA=-4.47. (2) Drug 1: CCC1=C2CN3C(=CC4=C(C3=O)COC(=O)C4(CC)O)C2=NC5=C1C=C(C=C5)O. Drug 2: C1=CC=C(C(=C1)C(C2=CC=C(C=C2)Cl)C(Cl)Cl)Cl. Cell line: MDA-MB-435. Synergy scores: CSS=12.4, Synergy_ZIP=-4.88, Synergy_Bliss=-3.07, Synergy_Loewe=-12.0, Synergy_HSA=-3.02. (3) Drug 1: CC1=C2C(C(=O)C3(C(CC4C(C3C(C(C2(C)C)(CC1OC(=O)C(C(C5=CC=CC=C5)NC(=O)C6=CC=CC=C6)O)O)OC(=O)C7=CC=CC=C7)(CO4)OC(=O)C)O)C)OC(=O)C. Drug 2: CCCCC(=O)OCC(=O)C1(CC(C2=C(C1)C(=C3C(=C2O)C(=O)C4=C(C3=O)C=CC=C4OC)O)OC5CC(C(C(O5)C)O)NC(=O)C(F)(F)F)O. Cell line: BT-549. Synergy scores: CSS=33.9, Synergy_ZIP=1.19, Synergy_Bliss=1.71, Synergy_Loewe=-0.510, Synergy_HSA=0.663. (4) Drug 1: CC12CCC(CC1=CCC3C2CCC4(C3CC=C4C5=CN=CC=C5)C)O. Drug 2: CCC1=C2CN3C(=CC4=C(C3=O)COC(=O)C4(CC)O)C2=NC5=C1C=C(C=C5)O. Cell line: MCF7. Synergy scores: CSS=26.4, Synergy_ZIP=-6.46, Synergy_Bliss=5.12, Synergy_Loewe=-9.03, Synergy_HSA=4.25. (5) Drug 1: CS(=O)(=O)C1=CC(=C(C=C1)C(=O)NC2=CC(=C(C=C2)Cl)C3=CC=CC=N3)Cl. Drug 2: N.N.Cl[Pt+2]Cl. Cell line: TK-10. Synergy scores: CSS=5.22, Synergy_ZIP=-1.10, Synergy_Bliss=0.425, Synergy_Loewe=-0.621, Synergy_HSA=-0.427. (6) Drug 1: C1C(C(OC1N2C=C(C(=O)NC2=O)F)CO)O. Drug 2: COCCOC1=C(C=C2C(=C1)C(=NC=N2)NC3=CC=CC(=C3)C#C)OCCOC.Cl. Cell line: 786-0. Synergy scores: CSS=10.3, Synergy_ZIP=-4.62, Synergy_Bliss=-2.00, Synergy_Loewe=-20.9, Synergy_HSA=-0.683.